From a dataset of Full USPTO retrosynthesis dataset with 1.9M reactions from patents (1976-2016). Predict the reactants needed to synthesize the given product. (1) Given the product [Si:1]([O:8][C@@H:9]1[C@@H:16]2[N:12]([N:13]=[C:14]([C:21]3[CH:28]=[CH:27][C:24]([C:25]#[N:26])=[C:23]([Cl:29])[C:22]=3[CH3:30])[C@H:15]2[O:17][CH2:18][CH2:19][F:37])[CH2:11][CH2:10]1)([C:4]([CH3:7])([CH3:6])[CH3:5])([CH3:3])[CH3:2], predict the reactants needed to synthesize it. The reactants are: [Si:1]([O:8][C@@H:9]1[C@@H:16]2[N:12]([N:13]=[C:14]([C:21]3[CH:28]=[CH:27][C:24]([C:25]#[N:26])=[C:23]([Cl:29])[C:22]=3[CH3:30])[C@H:15]2[O:17][CH2:18][CH2:19]O)[CH2:11][CH2:10]1)([C:4]([CH3:7])([CH3:6])[CH3:5])([CH3:3])[CH3:2].CCN(S(F)(F)[F:37])CC. (2) Given the product [CH2:1]([O:8][C:9]1[CH:10]=[CH:11][C:12]([NH:15][C:16]2[C:25]3[C:20](=[CH:21][CH:22]=[C:23]([C:26]#[CH:27])[CH:24]=3)[N:19]=[CH:18][N:17]=2)=[CH:13][CH:14]=1)[C:2]1[CH:7]=[CH:6][CH:5]=[CH:4][CH:3]=1, predict the reactants needed to synthesize it. The reactants are: [CH2:1]([O:8][C:9]1[CH:14]=[CH:13][C:12]([NH:15][C:16]2[C:25]3[C:20](=[CH:21][CH:22]=[C:23]([C:26]#[C:27][Si](C)(C)C)[CH:24]=3)[N:19]=[CH:18][N:17]=2)=[CH:11][CH:10]=1)[C:2]1[CH:7]=[CH:6][CH:5]=[CH:4][CH:3]=1.[F-].C([N+](CCCC)(CCCC)CCCC)CCC.O1CCCC1. (3) Given the product [CH3:1][C:2]1[C:3]([C:16]([C:18]2[CH:26]=[CH:25][C:21]([CH2:22][OH:23])=[CH:20][CH:19]=2)=[CH2:17])=[CH:4][C:5]2[C:6]([CH3:15])([CH3:14])[CH2:7][CH2:8][C:9]([CH3:12])([CH3:13])[C:10]=2[CH:11]=1, predict the reactants needed to synthesize it. The reactants are: [CH3:1][C:2]1[C:3]([C:16]([C:18]2[CH:26]=[CH:25][C:21]([C:22](O)=[O:23])=[CH:20][CH:19]=2)=[CH2:17])=[CH:4][C:5]2[C:6]([CH3:15])([CH3:14])[CH2:7][CH2:8][C:9]([CH3:13])([CH3:12])[C:10]=2[CH:11]=1.[H-].[H-].[H-].[H-].[Li+].[Al+3]. (4) Given the product [N:13]1[CH:14]=[CH:15][CH:16]=[C:11]([C:10]2[CH2:20][CH:19]([C:18]([O:22][CH3:23])=[O:21])[O:8][N:9]=2)[CH:12]=1, predict the reactants needed to synthesize it. The reactants are: C(N(CC)CC)C.[OH:8][N:9]=[C:10](Cl)[C:11]1[CH:12]=[N:13][CH:14]=[CH:15][CH:16]=1.[C:18]([O:22][CH3:23])(=[O:21])[CH:19]=[CH2:20]. (5) Given the product [C:32]12([C:24]3[C:25](=[CH:26][CH:27]=[CH:28][C:23]=3[O:22][C:19]3[N:20]=[CH:21][C:16]([NH:15][C:13](=[O:14])[C@:9]([CH3:12])([CH2:10][CH3:11])[NH2:5])=[CH:17][N:18]=3)[O:29][CH2:30][CH2:31]1)[CH2:33][CH2:34]2, predict the reactants needed to synthesize it. The reactants are: CC([N:5]([C@:9]([C:13]([NH:15][C:16]1[CH:17]=[N:18][C:19]([O:22][C:23]2[CH:28]=[CH:27][CH:26]=[C:25]3[O:29][CH2:30][CH2:31][C:32]4([CH2:34][CH2:33]4)[C:24]=23)=[N:20][CH:21]=1)=[O:14])([CH3:12])[CH2:10][CH3:11])C(=O)[O-])(C)C.C(O)(C(F)(F)F)=O. (6) Given the product [CH2:1]([N:8]1[CH2:27][CH2:26][C:11]2[N:12]=[C:13]([C:17]3[CH:22]=[CH:21][CH:20]=[C:19]([N+:23]([O-:25])=[O:24])[CH:18]=3)[N:14]=[C:15]([O:16][CH2:29][C:30]3[CH:39]=[CH:38][C:33]([C:34]([OH:36])=[O:35])=[CH:32][CH:31]=3)[C:10]=2[CH2:9]1)[C:2]1[CH:3]=[CH:4][CH:5]=[CH:6][CH:7]=1, predict the reactants needed to synthesize it. The reactants are: [CH2:1]([N:8]1[CH2:27][CH2:26][C:11]2[N:12]=[C:13]([C:17]3[CH:22]=[CH:21][CH:20]=[C:19]([N+:23]([O-:25])=[O:24])[CH:18]=3)[N:14]=[C:15]([OH:16])[C:10]=2[CH2:9]1)[C:2]1[CH:7]=[CH:6][CH:5]=[CH:4][CH:3]=1.Br[CH2:29][C:30]1[CH:39]=[CH:38][C:33]([C:34]([O:36]C)=[O:35])=[CH:32][CH:31]=1. (7) Given the product [Cl:1][C:2]1[CH:7]=[C:6]([O:8][C:9]2[C:14]([F:15])=[CH:13][C:12]([CH2:16][O:17][C:32]3[CH:33]=[C:34]4[NH:26][C:27]([CH3:38])([CH3:37])[CH2:28][N:29]4[C:30](=[O:36])[N:31]=3)=[CH:11][C:10]=2[F:18])[CH:5]=[CH:4][N:3]=1, predict the reactants needed to synthesize it. The reactants are: [Cl:1][C:2]1[CH:7]=[C:6]([O:8][C:9]2[C:14]([F:15])=[CH:13][C:12]([CH2:16][OH:17])=[CH:11][C:10]=2[F:18])[CH:5]=[CH:4][N:3]=1.C(OC([N:26]1[C:34]2[N:29]([C:30](=[O:36])[N:31]=[C:32](Cl)[CH:33]=2)[CH2:28][C:27]1([CH3:38])[CH3:37])=O)(C)(C)C.